From a dataset of Full USPTO retrosynthesis dataset with 1.9M reactions from patents (1976-2016). Predict the reactants needed to synthesize the given product. Given the product [CH3:14][NH:13][C:11](=[O:12])[C:10]1[CH:15]=[CH:16][CH:17]=[CH:18][C:9]=1[NH:8][C:6]1[C:5]([C:19]([F:22])([F:21])[F:20])=[CH:4][N:3]=[C:2]([NH:37][C:26]2[CH:27]=[CH:28][C:29]([N:31]3[CH2:32][CH2:33][O:34][CH2:35][CH2:36]3)=[CH:30][C:25]=2[O:24][CH3:23])[CH:7]=1, predict the reactants needed to synthesize it. The reactants are: Cl[C:2]1[CH:7]=[C:6]([NH:8][C:9]2[CH:18]=[CH:17][CH:16]=[CH:15][C:10]=2[C:11]([NH:13][CH3:14])=[O:12])[C:5]([C:19]([F:22])([F:21])[F:20])=[CH:4][N:3]=1.[CH3:23][O:24][C:25]1[CH:30]=[C:29]([N:31]2[CH2:36][CH2:35][O:34][CH2:33][CH2:32]2)[CH:28]=[CH:27][C:26]=1[NH2:37].Cl.O1CCOCC1.